From a dataset of Forward reaction prediction with 1.9M reactions from USPTO patents (1976-2016). Predict the product of the given reaction. Given the reactants [CH:1]1([C:10]([OH:12])=[O:11])[CH2:6][CH2:5][CH:4](C(O)=O)[CH2:3][CH2:2]1.[C:13](C1C(C(O)=O)=CC=CC=1C(O)=O)([CH3:16])([CH3:15])[CH3:14].C1(CO)CCC(CO)CC1.OCC(C)(CO)C.C(C(CO)(CO)CC)O.[C:55]([O-:58])(=[O:57])C.[Sb+3].C([O-])(=O)C.C([O-])(=O)C, predict the reaction product. The product is: [CH2:1]1[CH2:6][CH2:5][CH2:4][CH2:3][CH2:2]1.[C:10]([O:12][C:13]([CH3:16])([CH3:15])[CH3:14])(=[O:11])[C:1]1[CH:2]=[CH:3][CH:4]=[C:5]([C:55]([O-:58])=[O:57])[CH:6]=1.